From a dataset of Retrosynthesis with 50K atom-mapped reactions and 10 reaction types from USPTO. Predict the reactants needed to synthesize the given product. Given the product COC(=O)c1cn2ncc(C#N)c(Nc3ccc(Oc4ccccc4OC)cc3)c2c1C, predict the reactants needed to synthesize it. The reactants are: COC(=O)c1cn2ncc(C#N)c(Nc3ccc(Oc4ccccc4OC(C)(C)C(=O)OC(C)(C)C)cc3)c2c1C.